This data is from CYP2C19 inhibition data for predicting drug metabolism from PubChem BioAssay. The task is: Regression/Classification. Given a drug SMILES string, predict its absorption, distribution, metabolism, or excretion properties. Task type varies by dataset: regression for continuous measurements (e.g., permeability, clearance, half-life) or binary classification for categorical outcomes (e.g., BBB penetration, CYP inhibition). Dataset: cyp2c19_veith. (1) The drug is N=C(N)c1ccc(-c2ccc(-c3ccc(C(=N)N)cc3)o2)cc1. The result is 0 (non-inhibitor). (2) The drug is Cc1c(NC(=O)C(C)N2C(=O)c3ccccc3C2=O)c(=O)n(-c2ccccc2)n1C. The result is 0 (non-inhibitor). (3) The compound is Cc1cc2nc(CCN(C(=S)NCC(C)C)C3CCCC3)[nH]c2cc1C. The result is 1 (inhibitor). (4) The drug is Clc1ccc(N2CCCCCC2)nn1. The result is 0 (non-inhibitor). (5) The molecule is CC(=NCc1ccco1)c1c(O)n(-c2ccccc2)c(=O)[nH]c1=O. The result is 1 (inhibitor). (6) The drug is c1ccc(-c2csc(N3CCc4ccccc4C3)n2)cc1. The result is 1 (inhibitor).